Dataset: Forward reaction prediction with 1.9M reactions from USPTO patents (1976-2016). Task: Predict the product of the given reaction. Given the reactants CN(C)[CH:3]=[O:4].O=P(Cl)(Cl)[Cl:8].[CH3:11][C:12]1([CH3:19])[CH2:17][CH2:16][C:15](=O)[CH2:14][CH2:13]1, predict the reaction product. The product is: [Cl:8][C:15]1[CH2:16][CH2:17][C:12]([CH3:19])([CH3:11])[CH2:13][C:14]=1[CH:3]=[O:4].